Dataset: Forward reaction prediction with 1.9M reactions from USPTO patents (1976-2016). Task: Predict the product of the given reaction. (1) Given the reactants [H-].[Na+].[OH:3][C:4]1[CH:12]=[CH:11][CH:10]=[C:9]2[C:5]=1[C:6]([CH3:13])=[N:7][NH:8]2.[CH2:14](Br)[C:15]1[CH:20]=[CH:19][CH:18]=[CH:17][CH:16]=1, predict the reaction product. The product is: [CH3:13][C:6]1[C:5]2[C:9](=[CH:10][CH:11]=[CH:12][C:4]=2[O:3][CH2:14][C:15]2[CH:20]=[CH:19][CH:18]=[CH:17][CH:16]=2)[NH:8][N:7]=1. (2) Given the reactants Cl[C:2]1[N:7]=[C:6]([Cl:8])[C:5]([C:9]([F:12])([F:11])[F:10])=[CH:4][N:3]=1.[NH3:13], predict the reaction product. The product is: [NH2:13][C:2]1[N:7]=[C:6]([Cl:8])[C:5]([C:9]([F:12])([F:11])[F:10])=[CH:4][N:3]=1. (3) Given the reactants Cl[C:2]1[N:7]=[C:6]([NH:8][C:9]2[N:14]=[CH:13][C:12]3[N:15]=[C:16]([CH2:21][O:22]C4CCCCO4)[N:17]([CH:18]([CH3:20])[CH3:19])[C:11]=3[CH:10]=2)[CH:5]=[CH:4][N:3]=1.C(O[C:34](=O)[N:35](C)[C:36]1[S:37][C:38]([Sn](CCCC)(CCCC)CCCC)=[C:39]([CH3:41])[N:40]=1)(C)(C)C, predict the reaction product. The product is: [CH:18]([N:17]1[C:11]2[CH:10]=[C:9]([NH:8][C:6]3[CH:5]=[CH:4][N:3]=[C:2]([C:38]4[S:37][C:36]([NH:35][CH3:34])=[N:40][C:39]=4[CH3:41])[N:7]=3)[N:14]=[CH:13][C:12]=2[N:15]=[C:16]1[CH2:21][OH:22])([CH3:19])[CH3:20]. (4) Given the reactants [F:1][C:2]1[CH:12]=[CH:11][C:5]([C:6]([O:8]CC)=[O:7])=[CH:4][C:3]=1[CH:13]=[CH2:14].O.[OH-].[Li+].[CH2:18]1COCC1, predict the reaction product. The product is: [CH:13]1([C:3]2[CH:4]=[C:5]([CH:11]=[CH:12][C:2]=2[F:1])[C:6]([OH:8])=[O:7])[CH2:14][CH2:18]1. (5) Given the reactants Cl.[NH2:2][C@@H:3]1[CH2:8][CH2:7][C@H:6]([NH:9][C:10]([C:12]2[C:16]3=[N:17][CH:18]=[CH:19][C:20]([C:21]4[CH:26]=[C:25]([F:27])[C:24]([O:28][CH3:29])=[CH:23][C:22]=4[O:30][CH2:31][CH:32]4[CH2:34][CH2:33]4)=[C:15]3[NH:14][C:13]=2[CH3:35])=[O:11])[CH2:5][CH2:4]1.[C:36](Cl)(=[O:39])[CH2:37][CH3:38], predict the reaction product. The product is: [CH:32]1([CH2:31][O:30][C:22]2[CH:23]=[C:24]([O:28][CH3:29])[C:25]([F:27])=[CH:26][C:21]=2[C:20]2[CH:19]=[CH:18][N:17]=[C:16]3[C:12]([C:10]([NH:9][C@H:6]4[CH2:7][CH2:8][C@@H:3]([NH:2][C:36](=[O:39])[CH2:37][CH3:38])[CH2:4][CH2:5]4)=[O:11])=[C:13]([CH3:35])[NH:14][C:15]=23)[CH2:33][CH2:34]1. (6) Given the reactants [ClH:1].[NH2:2][C:3]1[N:8]=[CH:7][C:6](/[CH:9]=[CH:10]/[C:11]([OH:13])=O)=[CH:5][C:4]=1[CH2:14][N:15]1[CH2:19][CH2:18][CH2:17][CH2:16]1.Cl.[CH3:21][N:22]1[CH2:28][C:27]2[CH:29]=[C:30](/[CH:33]=[CH:34]/[C:35](O)=O)C=N[C:26]=2[NH:25][C:24](=O)[CH2:23]1.CNCC1N(C)C2C(C=1)=CC=CC=2.CNCC1C=CC2C(=CC=CC=2)C=1CCC, predict the reaction product. The product is: [ClH:1].[NH2:2][C:3]1[N:8]=[CH:7][C:6](/[CH:9]=[CH:10]/[C:11]([N:25]([CH3:26])[CH2:24][C:23]2[N:22]([CH3:21])[C:28]3[C:34]([CH:35]=2)=[CH:33][CH:30]=[CH:29][CH:27]=3)=[O:13])=[CH:5][C:4]=1[CH2:14][N:15]1[CH2:19][CH2:18][CH2:17][CH2:16]1. (7) The product is: [Cl:19][CH2:2][CH2:3][CH2:4][O:5][C:6]1[CH:13]=[CH:12][C:9]([CH:10]=[O:11])=[C:8]([CH3:14])[CH:7]=1. Given the reactants I[CH2:2][CH2:3][CH2:4][O:5][C:6]1[CH:13]=[CH:12][C:9]([CH:10]=[O:11])=[C:8]([CH3:14])[CH:7]=1.BrCCC[Cl:19].CC1C=C(O)C=CC=1C=O.C([O-])([O-])=O.[K+].[K+], predict the reaction product. (8) Given the reactants Cl[C:2]1[CH:7]=[C:6]([C:8]2[CH:13]=[CH:12][N:11]=[C:10]([Cl:14])[CH:9]=2)[N:5]=[C:4]([S:15][CH3:16])[N:3]=1.[CH3:17][Mg]Cl, predict the reaction product. The product is: [Cl:14][C:10]1[CH:9]=[C:8]([C:6]2[CH:7]=[C:2]([CH3:17])[N:3]=[C:4]([S:15][CH3:16])[N:5]=2)[CH:13]=[CH:12][N:11]=1. (9) Given the reactants C(=O)([O-])[O-].[K+].[K+].[CH3:7][NH:8][CH2:9][CH2:10][OH:11].F[C:13]1[CH:14]=[CH:15][C:16]([N+:20]([O-:22])=[O:21])=[C:17]([CH3:19])[CH:18]=1, predict the reaction product. The product is: [CH3:7][N:8]([C:13]1[CH:14]=[CH:15][C:16]([N+:20]([O-:22])=[O:21])=[C:17]([CH3:19])[CH:18]=1)[CH2:9][CH2:10][OH:11]. (10) Given the reactants C1(C2CC(=O)NN=2)CCCCC1.ClC1C2C(=CC=CC=2)[N+]([O-])=CC=1.Cl[C:26]1[C:35]2[C:30](=[CH:31][CH:32]=[CH:33][CH:34]=2)[NH:29]/[C:28](=[C:36]2/[C:37]([CH:42]3[CH2:47][CH2:46][CH2:45][CH2:44][CH2:43]3)=[N:38][NH:39][C:40]/2=[O:41])/[CH:27]=1.[C:48]([NH:51][C:52]1[CH:57]=[CH:56][C:55]([SH:58])=[CH:54][CH:53]=1)(=[O:50])[CH3:49], predict the reaction product. The product is: [CH:42]1([C:37]2=[N:38][NH:39][C:40](=[O:41])/[C:36]/2=[C:28]2\[NH:29][C:30]3[C:35]([C:26]([S:58][C:55]4[CH:54]=[CH:53][C:52]([NH:51][C:48](=[O:50])[CH3:49])=[CH:57][CH:56]=4)=[CH:27]\2)=[CH:34][CH:33]=[CH:32][CH:31]=3)[CH2:47][CH2:46][CH2:45][CH2:44][CH2:43]1.